The task is: Predict which catalyst facilitates the given reaction.. This data is from Catalyst prediction with 721,799 reactions and 888 catalyst types from USPTO. (1) Reactant: [C:1]([O:5][C:6]([N:8]1[CH2:12][CH:11]([O:13][Si:14]([C:17]([CH3:20])([CH3:19])[CH3:18])([CH3:16])[CH3:15])[CH:10]([OH:21])[CH:9]1[CH2:22][CH2:23][NH:24][C:25]([O:27][CH2:28][C:29]1[CH:34]=[CH:33][CH:32]=[CH:31][CH:30]=1)=[O:26])=[O:7])([CH3:4])([CH3:3])[CH3:2].CCN(C(C)C)C(C)C.[CH3:44][S:45](Cl)(=[O:47])=[O:46]. Product: [C:1]([O:5][C:6]([N:8]1[CH2:12][CH:11]([O:13][Si:14]([C:17]([CH3:18])([CH3:20])[CH3:19])([CH3:16])[CH3:15])[CH:10]([O:21][S:45]([CH3:44])(=[O:47])=[O:46])[CH:9]1[CH2:22][CH2:23][NH:24][C:25]([O:27][CH2:28][C:29]1[CH:34]=[CH:33][CH:32]=[CH:31][CH:30]=1)=[O:26])=[O:7])([CH3:2])([CH3:3])[CH3:4]. The catalyst class is: 64. (2) Reactant: [OH:1][C:2]([CH:5]1[CH2:9][CH2:8][N:7](C(OC(C)(C)C)=O)[CH2:6]1)([CH3:4])[CH3:3].[ClH:17].O1CCOCC1. Product: [ClH:17].[NH:7]1[CH2:8][CH2:9][CH:5]([C:2]([OH:1])([CH3:4])[CH3:3])[CH2:6]1. The catalyst class is: 91.